Dataset: Peptide-MHC class II binding affinity with 134,281 pairs from IEDB. Task: Regression. Given a peptide amino acid sequence and an MHC pseudo amino acid sequence, predict their binding affinity value. This is MHC class II binding data. (1) The peptide sequence is VSFGVWIRTPPAYRPPNAPI. The MHC is DRB1_0101 with pseudo-sequence DRB1_0101. The binding affinity (normalized) is 0.695. (2) The peptide sequence is VSEALRIIAGTLEVH. The MHC is HLA-DPA10201-DPB10501 with pseudo-sequence HLA-DPA10201-DPB10501. The binding affinity (normalized) is 0.204. (3) The MHC is DRB1_0301 with pseudo-sequence DRB1_0301. The binding affinity (normalized) is 0.152. The peptide sequence is HPQQFIYAGSLSALL. (4) The peptide sequence is PGKYTAYEGQRVVFI. The MHC is HLA-DQA10401-DQB10402 with pseudo-sequence HLA-DQA10401-DQB10402. The binding affinity (normalized) is 0.175.